Dataset: Forward reaction prediction with 1.9M reactions from USPTO patents (1976-2016). Task: Predict the product of the given reaction. (1) Given the reactants Cl[C:2]1[C:7](C(C)C)=[C:6]([CH3:11])[N:5]=[CH:4][N:3]=1.[C:12]([O-])(=O)[CH3:13].[Na+].[CH3:17]O, predict the reaction product. The product is: [CH3:11][C:6]1[CH:7]=[C:2]([CH:12]([CH3:13])[CH3:17])[N:3]=[CH:4][N:5]=1. (2) The product is: [CH2:1]([N:5]([CH2:19][C:20]1[CH:32]=[CH:31][C:23]([O:24][CH2:25][C:26]([OH:28])=[O:27])=[C:22]([CH3:33])[CH:21]=1)[C:6]1[CH:11]=[N:10][CH:9]=[C:8]([C:12]2[CH:13]=[CH:14][C:15]([CH3:18])=[CH:16][CH:17]=2)[N:7]=1)[CH2:2][CH2:3][CH3:4]. Given the reactants [CH2:1]([N:5]([CH2:19][C:20]1[CH:32]=[CH:31][C:23]([O:24][CH2:25][C:26]([O:28]CC)=[O:27])=[C:22]([CH3:33])[CH:21]=1)[C:6]1[CH:11]=[N:10][CH:9]=[C:8]([C:12]2[CH:17]=[CH:16][C:15]([CH3:18])=[CH:14][CH:13]=2)[N:7]=1)[CH2:2][CH2:3][CH3:4].[OH-].[Na+], predict the reaction product. (3) The product is: [CH2:1]([C@@H:3]1[CH2:8][N:7]([CH2:9][C:10]2[CH:15]=[CH:14][CH:13]=[CH:12][CH:11]=2)[C@H:6]([CH3:16])[CH2:5][N:4]1[CH3:19])[CH3:2]. Given the reactants [CH2:1]([C@@H:3]1[CH2:8][N:7]([CH2:9][C:10]2[CH:15]=[CH:14][CH:13]=[CH:12][CH:11]=2)[C@H:6]([CH3:16])[CH2:5][NH:4]1)[CH3:2].C=O.[C:19](O[BH-](OC(=O)C)OC(=O)C)(=O)C.[Na+], predict the reaction product. (4) Given the reactants [Cl:1][C:2]1[CH:7]=[CH:6][C:5]([S:8]([NH:11][C@H:12]2[CH2:18][CH2:17][CH2:16][CH2:15][CH2:14][C@H:13]2[C:19]([NH2:21])=[O:20])(=[O:10])=[O:9])=[CH:4][CH:3]=1.Br[CH2:23][C:24]1[CH:33]=[CH:32][C:27]([C:28]([O:30][CH3:31])=[O:29])=[CH:26][CH:25]=1, predict the reaction product. The product is: [CH3:31][O:30][C:28](=[O:29])[C:27]1[CH:32]=[CH:33][C:24]([CH2:23][N:11]([C@@H:12]2[CH2:18][CH2:17][CH2:16][CH2:15][CH2:14][C@@H:13]2[C:19](=[O:20])[NH2:21])[S:8]([C:5]2[CH:6]=[CH:7][C:2]([Cl:1])=[CH:3][CH:4]=2)(=[O:9])=[O:10])=[CH:25][CH:26]=1. (5) Given the reactants [Cl:1][C:2]1[CH:7]=[C:6]([O:8][C:9]2[CH:14]=[CH:13][C:12]([N+:15]([O-])=O)=[C:11]([F:18])[CH:10]=2)[N:5]=[CH:4][N:3]=1.O.[Cl-].[NH4+], predict the reaction product. The product is: [NH2:15][C:12]1[CH:13]=[CH:14][C:9]([O:8][C:6]2[CH:7]=[C:2]([Cl:1])[N:3]=[CH:4][N:5]=2)=[CH:10][C:11]=1[F:18].